This data is from CYP2C19 inhibition data for predicting drug metabolism from PubChem BioAssay. The task is: Regression/Classification. Given a drug SMILES string, predict its absorption, distribution, metabolism, or excretion properties. Task type varies by dataset: regression for continuous measurements (e.g., permeability, clearance, half-life) or binary classification for categorical outcomes (e.g., BBB penetration, CYP inhibition). Dataset: cyp2c19_veith. (1) The drug is Cc1noc(C)c1-c1nc(NC2CCNCC2)c2ccccc2n1. The result is 0 (non-inhibitor). (2) The compound is Cc1cccc(C)c1NC(=O)[C@H](C)N. The result is 0 (non-inhibitor). (3) The molecule is CN1C[C@@H](CS(=O)(=O)N(C)C)C[C@H]2c3cccc4c3c(cn4C)C[C@@H]21. The result is 0 (non-inhibitor). (4) The compound is O=C(N/N=C1/C[C@@H](O)[C@@H](O)[C@H]2[C@@H]1CC[C@H]1C(=O)N(c3ccc(F)cc3F)C(=O)[C@H]21)OCc1ccccc1. The result is 0 (non-inhibitor). (5) The compound is Clc1ccc(COc2ccccn2)cc1Cl. The result is 1 (inhibitor). (6) The molecule is N#Cc1c(-c2ccccc2)ccnc1Oc1ccccc1. The result is 1 (inhibitor). (7) The molecule is Cc1cc(=O)oc2cc(OCC(=O)Nc3nnc(CC(C)C)s3)ccc12. The result is 1 (inhibitor).